Dataset: Full USPTO retrosynthesis dataset with 1.9M reactions from patents (1976-2016). Task: Predict the reactants needed to synthesize the given product. (1) Given the product [ClH:37].[ClH:37].[ClH:37].[NH2:7][C@H:8]1[CH2:13][CH2:12][CH2:11][N:10]([C:14]2[N:15]=[CH:16][C:17]([NH:20][C:21]3[C:30]4[C:25](=[CH:26][CH:27]=[C:28]([C:31]5[CH:32]=[C:33]([Cl:39])[C:34]([OH:38])=[C:35]([Cl:37])[CH:36]=5)[N:29]=4)[N:24]=[CH:23][C:22]=3[C:40](=[O:42])[CH3:41])=[CH:18][CH:19]=2)[CH2:9]1, predict the reactants needed to synthesize it. The reactants are: C(OC(=O)[NH:7][C@H:8]1[CH2:13][CH2:12][CH2:11][N:10]([C:14]2[CH:19]=[CH:18][C:17]([NH:20][C:21]3[C:30]4[C:25](=[CH:26][CH:27]=[C:28]([C:31]5[CH:36]=[C:35]([Cl:37])[C:34]([OH:38])=[C:33]([Cl:39])[CH:32]=5)[N:29]=4)[N:24]=[CH:23][C:22]=3[C:40](=[O:42])[CH3:41])=[CH:16][N:15]=2)[CH2:9]1)(C)(C)C.C(O)(C(F)(F)F)=O. (2) Given the product [OH:73][C:67]([C:69]([F:72])([F:71])[F:70])=[O:68].[F:43][CH:29]([F:28])[O:30][C:31]1[CH:32]=[CH:33][C:34]([C:37]2([C:40]([N:46]3[CH2:50][CH2:49][C:48]4([C:58]5[CH:57]=[CH:56][N:55]=[CH:54][C:53]=5[C:52](=[O:59])[O:51]4)[CH2:47]3)=[O:42])[CH2:38][CH2:39]2)=[CH:35][CH:36]=1, predict the reactants needed to synthesize it. The reactants are: F[P-](F)(F)(F)(F)F.N1(O[P+](N(C)C)(N(C)C)N(C)C)C2C=CC=CC=2N=N1.[F:28][CH:29]([F:43])[O:30][C:31]1[CH:36]=[CH:35][C:34]([C:37]2([C:40]([OH:42])=O)[CH2:39][CH2:38]2)=[CH:33][CH:32]=1.Cl.Cl.[NH:46]1[CH2:50][CH2:49][C:48]2([C:58]3[CH:57]=[CH:56][N:55]=[CH:54][C:53]=3[C:52](=[O:59])[O:51]2)[CH2:47]1.CN1CCOCC1.[C:67]([OH:73])([C:69]([F:72])([F:71])[F:70])=[O:68].